This data is from Catalyst prediction with 721,799 reactions and 888 catalyst types from USPTO. The task is: Predict which catalyst facilitates the given reaction. (1) Reactant: C([O:3][C:4](=O)[CH:5]([N:7]1[C:12]2[CH:13]=[C:14]([Br:17])[CH:15]=[CH:16][C:11]=2[O:10][CH2:9][C:8]1=S)[CH3:6])C.O.[NH2:21][NH2:22]. Product: [Br:17][C:14]1[CH:13]=[C:12]2[C:11](=[CH:16][CH:15]=1)[O:10][CH2:9][C:8]1[N:7]2[CH:5]([CH3:6])[C:4](=[O:3])[NH:21][N:22]=1. The catalyst class is: 14. (2) The catalyst class is: 227. Reactant: [CH3:1][O:2][C:3](=[O:25])[C:4]1[CH:9]=[C:8]([N+:10]([O-])=O)[C:7]([NH:13][CH3:14])=[CH:6][C:5]=1[N:15]1[CH2:20][CH2:19][CH:18]([C:21]([F:24])([F:23])[F:22])[CH2:17][CH2:16]1. Product: [CH3:1][O:2][C:3](=[O:25])[C:4]1[CH:9]=[C:8]([NH2:10])[C:7]([NH:13][CH3:14])=[CH:6][C:5]=1[N:15]1[CH2:16][CH2:17][CH:18]([C:21]([F:22])([F:24])[F:23])[CH2:19][CH2:20]1.